From a dataset of Peptide-MHC class II binding affinity with 134,281 pairs from IEDB. Regression. Given a peptide amino acid sequence and an MHC pseudo amino acid sequence, predict their binding affinity value. This is MHC class II binding data. (1) The peptide sequence is TPFPHRKGVLFNIQY. The MHC is DRB4_0101 with pseudo-sequence DRB4_0103. The binding affinity (normalized) is 0.404. (2) The peptide sequence is ICDSRVLERYLLEAK. The MHC is DRB1_0802 with pseudo-sequence DRB1_0802. The binding affinity (normalized) is 0.381. (3) The peptide sequence is SLRLSCAASGFTFSS. The MHC is DRB1_0701 with pseudo-sequence DRB1_0701. The binding affinity (normalized) is 0.392. (4) The peptide sequence is GEMRLRDDQRKVFRE. The MHC is HLA-DQA10102-DQB10501 with pseudo-sequence HLA-DQA10102-DQB10501. The binding affinity (normalized) is 0. (5) The peptide sequence is SRGNRAFIAINLQKN. The MHC is DRB1_0405 with pseudo-sequence DRB1_0405. The binding affinity (normalized) is 0.531. (6) The peptide sequence is EAKYDAYVATVSEAL. The MHC is DRB1_0405 with pseudo-sequence DRB1_0405. The binding affinity (normalized) is 0.697. (7) The binding affinity (normalized) is 0.739. The peptide sequence is DVSFPGGGQIVGGVY. The MHC is HLA-DQA10501-DQB10301 with pseudo-sequence HLA-DQA10501-DQB10301. (8) The peptide sequence is GGTVIRNPLSRNSTH. The MHC is DRB4_0103 with pseudo-sequence DRB4_0103. The binding affinity (normalized) is 0.714. (9) The peptide sequence is KKSKVFKKASFDELF. The MHC is DRB1_0101 with pseudo-sequence DRB1_0101. The binding affinity (normalized) is 0.510. (10) The peptide sequence is QQLLFIHFRIGCRHSRIG. The MHC is DRB1_1501 with pseudo-sequence DRB1_1501. The binding affinity (normalized) is 0.467.